From a dataset of Reaction yield outcomes from USPTO patents with 853,638 reactions. Predict the reaction yield, written as a fraction of the theoretical maximum amount of product (1.0 means a 100% yield; for example, 0.34 means a 34% yield). (1) The reactants are [CH3:1][O:2][C:3](=[O:21])[C@@H:4]([NH:11][C:12](=[O:20])[C:13]1[CH:18]=[CH:17][CH:16]=[CH:15][C:14]=1[NH2:19])[C:5]1[CH:10]=[CH:9][CH:8]=[CH:7][CH:6]=1.Cl[C:23](OC(Cl)(Cl)Cl)=[O:24]. The catalyst is C1COCC1.CCOC(C)=O. The product is [CH3:1][O:2][C:3](=[O:21])[C@@H:4]([N:11]1[C:12](=[O:20])[C:13]2[C:14](=[CH:15][CH:16]=[CH:17][CH:18]=2)[NH:19][C:23]1=[O:24])[C:5]1[CH:6]=[CH:7][CH:8]=[CH:9][CH:10]=1. The yield is 0.310. (2) The reactants are [CH3:1][C:2]1[CH:11]=[C:10]([N:12]2[CH2:16][CH2:15][CH2:14][CH2:13]2)[C:9]2[C:4](=[CH:5][C:6]([OH:17])=[CH:7][CH:8]=2)[N:3]=1.C(=O)([O-])[O-].[K+].[K+].[CH3:24][O:25][C:26]1[CH:27]=[C:28]([CH:31]=[CH:32][CH:33]=1)[CH2:29][Cl:30]. The catalyst is CN(C=O)C. The product is [ClH:30].[CH3:24][O:25][C:26]1[CH:27]=[C:28]([CH:31]=[CH:32][CH:33]=1)[CH2:29][O:17][C:6]1[CH:5]=[C:4]2[C:9]([C:10]([N:12]3[CH2:16][CH2:15][CH2:14][CH2:13]3)=[CH:11][C:2]([CH3:1])=[N:3]2)=[CH:8][CH:7]=1. The yield is 0.697. (3) The reactants are [CH3:1][N:2]([CH3:33])[C:3]1[N:12]=[C:11]([NH:13][CH2:14][C:15]2[CH:20]=[CH:19][C:18]([NH:21][C:22](=[O:30])[C:23]3[CH:28]=[CH:27][C:26]([F:29])=[CH:25][CH:24]=3)=[CH:17][CH:16]=2)[C:10]2[C:5](=[CH:6][C:7]([CH:31]=[O:32])=[CH:8][CH:9]=2)[N:4]=1.[BH4-].[Na+]. The catalyst is CO. The product is [CH3:1][N:2]([CH3:33])[C:3]1[N:12]=[C:11]([NH:13][CH2:14][C:15]2[CH:16]=[CH:17][C:18]([NH:21][C:22](=[O:30])[C:23]3[CH:28]=[CH:27][C:26]([F:29])=[CH:25][CH:24]=3)=[CH:19][CH:20]=2)[C:10]2[C:5](=[CH:6][C:7]([CH2:31][OH:32])=[CH:8][CH:9]=2)[N:4]=1. The yield is 0.850. (4) The reactants are [CH3:1][O:2][C:3]1[CH:4]=[C:5]2[C:10](=O)[O:9][C:7](=[O:8])[C:6]2=[CH:12][CH:13]=1.C([NH2:16])=O. No catalyst specified. The product is [CH3:1][O:2][C:3]1[CH:4]=[C:5]2[C:10](=[O:9])[NH:16][C:7](=[O:8])[C:6]2=[CH:12][CH:13]=1. The yield is 0.770. (5) The reactants are [CH3:1][S:2](Cl)(=[O:4])=[O:3].[CH:6]([C@H:19]1[CH2:24][C@H:23]([OH:25])[CH2:22][CH2:21][O:20]1)([C:13]1[CH:18]=[CH:17][CH:16]=[CH:15][CH:14]=1)[C:7]1[CH:12]=[CH:11][CH:10]=[CH:9][CH:8]=1.C(N(CC)CC)C. The product is [CH:6]([C@H:19]1[CH2:24][C@H:23]([O:25][S:2]([CH3:1])(=[O:4])=[O:3])[CH2:22][CH2:21][O:20]1)([C:13]1[CH:18]=[CH:17][CH:16]=[CH:15][CH:14]=1)[C:7]1[CH:8]=[CH:9][CH:10]=[CH:11][CH:12]=1. The yield is 0.999. The catalyst is C(Cl)Cl. (6) The reactants are [CH3:1][O:2][C:3]1[C:13]2[CH2:12][CH2:11][CH2:10][C:9](=[O:14])[N:8]([CH3:15])[C:7]=2[CH:6]=[CH:5][C:4]=1[N+:16]([O-])=O.O.NN. The catalyst is [Pd].C(O)C. The product is [NH2:16][C:4]1[CH:5]=[CH:6][C:7]2[N:8]([CH3:15])[C:9](=[O:14])[CH2:10][CH2:11][CH2:12][C:13]=2[C:3]=1[O:2][CH3:1]. The yield is 0.930. (7) The reactants are [CH3:1][C:2]1[CH:10]=[CH:9][C:8]([N:11]([CH3:20])[S:12]([C:15]2[S:16][CH:17]=[CH:18][CH:19]=2)(=[O:14])=[O:13])=[C:7]2[C:3]=1[CH:4]=[C:5]([C:21](=[S:23])[NH2:22])[NH:6]2.[C:24]([O:29][CH2:30][CH3:31])(=[O:28])[C:25]#[C:26][CH3:27].C(P(CCCC)CCCC)CCC.O1CCCC1. The catalyst is C1(C)C=CC=CC=1. The product is [CH2:30]([O:29][C:24](=[O:28])[CH2:25][CH:26]1[S:23][C:21]([C:5]2[NH:6][C:7]3[C:3]([CH:4]=2)=[C:2]([CH3:1])[CH:10]=[CH:9][C:8]=3[N:11]([CH3:20])[S:12]([C:15]2[S:16][CH:17]=[CH:18][CH:19]=2)(=[O:14])=[O:13])=[N:22][CH2:27]1)[CH3:31]. The yield is 0.640. (8) The reactants are I[C:2]1[CH:12]=[CH:11][C:5]([O:6][CH2:7][CH2:8][CH2:9][OH:10])=[CH:4][CH:3]=1.[B:13]1([B:13]2[O:17][C:16]([CH3:19])([CH3:18])[C:15]([CH3:21])([CH3:20])[O:14]2)[O:17][C:16]([CH3:19])([CH3:18])[C:15]([CH3:21])([CH3:20])[O:14]1.C([O-])(=O)C.[K+]. The catalyst is CCCCCCC.C(OCC)(=O)C. The product is [CH3:20][C:15]1([CH3:21])[C:16]([CH3:19])([CH3:18])[O:17][B:13]([C:2]2[CH:12]=[CH:11][C:5]([O:6][CH2:7][CH2:8][CH2:9][OH:10])=[CH:4][CH:3]=2)[O:14]1. The yield is 0.672. (9) The reactants are [OH:1][B:2]1[C:6]2[CH:7]=[C:8]([O:11][C:12]3[CH:17]=[CH:16][CH:15]=[CH:14][CH:13]=3)[CH:9]=[CH:10][C:5]=2[CH:4]([CH2:18][S:19](OC)(=[O:21])=[O:20])[O:3]1.[I-].[Na+].[CH3:26][C:27](C)=O. No catalyst specified. The product is [CH2:26]([S:19]([CH2:18][CH:4]1[O:3][B:2]([OH:1])[C:6]2[CH:7]=[C:8]([O:11][C:12]3[CH:17]=[CH:16][CH:15]=[CH:14][CH:13]=3)[CH:9]=[CH:10][C:5]1=2)(=[O:20])=[O:21])[CH3:27]. The yield is 0.680.